Dataset: Catalyst prediction with 721,799 reactions and 888 catalyst types from USPTO. Task: Predict which catalyst facilitates the given reaction. (1) Reactant: [C:1](/[C:5]1[C:6]([C:12]([F:15])([F:14])[F:13])=[N+:7]([O-:11])[CH:8]=[CH:9][CH:10]=1)(=[N:3]\[NH2:4])\[NH2:2].[CH3:16][O:17][C:18]1[CH:19]=[C:20]([C:29](=O)[CH:30]=O)[CH:21]=[C:22]([N+:26]([O-:28])=[O:27])[C:23]=1[O:24][CH3:25]. Product: [CH3:16][O:17][C:18]1[CH:19]=[C:20]([C:29]2[N:2]=[C:1]([C:5]3[C:6]([C:12]([F:13])([F:15])[F:14])=[N+:7]([O-:11])[CH:8]=[CH:9][CH:10]=3)[N:3]=[N:4][CH:30]=2)[CH:21]=[C:22]([N+:26]([O-:28])=[O:27])[C:23]=1[O:24][CH3:25]. The catalyst class is: 8. (2) Reactant: [N:1]1([C:6]([C:8]2[S:12][C:11]([C:13]3(O)[CH2:22][CH2:21][C:16]4([O:20][CH2:19][CH2:18][O:17]4)[CH2:15][CH2:14]3)=[N:10][CH:9]=2)=[O:7])[CH2:5][CH2:4][CH2:3][CH2:2]1.S(Cl)([Cl:26])=O. Product: [Cl:26][C:13]1([C:11]2[S:12][C:8]([C:6]([N:1]3[CH2:5][CH2:4][CH2:3][CH2:2]3)=[O:7])=[CH:9][N:10]=2)[CH2:22][CH2:21][C:16]2([O:20][CH2:19][CH2:18][O:17]2)[CH2:15][CH2:14]1. The catalyst class is: 17. (3) Reactant: Br[C:2]1[S:3][C:4]([CH3:7])=[CH:5][CH:6]=1.[Li]CCCC.C[O:14][B:15](OC)[O:16]C.Cl. The catalyst class is: 1. Product: [CH3:7][C:4]1[S:3][C:2]([B:15]([OH:16])[OH:14])=[CH:6][CH:5]=1. (4) Reactant: Cl[C:2]1[C:7]([N+:8]([O-:10])=[O:9])=[CH:6][CH:5]=[CH:4][C:3]=1[N+:11]([O-:13])=[O:12].[C:14]([O:18][C:19]([N:21]1[CH2:26][CH2:25][NH:24][CH2:23][CH2:22]1)=[O:20])([CH3:17])([CH3:16])[CH3:15].C([O-])([O-])=O.[K+].[K+]. Product: [C:14]([O:18][C:19]([N:21]1[CH2:26][CH2:25][N:24]([C:2]2[C:7]([N+:8]([O-:10])=[O:9])=[CH:6][CH:5]=[CH:4][C:3]=2[N+:11]([O-:13])=[O:12])[CH2:23][CH2:22]1)=[O:20])([CH3:17])([CH3:15])[CH3:16]. The catalyst class is: 10. (5) Reactant: Cl.C([SiH2][O:7][C:8](C)(C)[C:9]1[CH:14]=[CH:13][C:12]([NH:15][C:16]([C:18]2[CH:19]=[N:20][N:21]3[CH:26]=[CH:25][CH:24]=[N:23][C:22]=23)=[O:17])=[C:11]([O:27][CH3:28])[CH:10]=1)(C)(C)C.O.[OH-].[Na+]. Product: [OH:7][CH2:8][C:9]1[CH:14]=[CH:13][C:12]([NH:15][C:16]([C:18]2[CH:19]=[N:20][N:21]3[CH:26]=[CH:25][CH:24]=[N:23][C:22]=23)=[O:17])=[C:11]([O:27][CH3:28])[CH:10]=1. The catalyst class is: 4. (6) Reactant: Cl.C1C2C(COC([N:19]3[CH2:24][C@@H:23]([C:25](=[O:44])[N:26]([CH2:30][C:31]4[CH:36]=[CH:35][C:34]([Cl:37])=[C:33]([O:38][CH2:39][CH2:40][CH2:41][O:42][CH3:43])[CH:32]=4)[CH:27]4[CH2:29][CH2:28]4)[CH2:22][C@@H:21]([NH2:45])[CH2:20]3)=O)C3C(=CC=CC=3)C=2C=CC=1.[C:46](Cl)(=[O:51])[C:47]([CH3:50])([CH3:49])[CH3:48]. Product: [Cl:37][C:34]1[CH:35]=[CH:36][C:31]([CH2:30][N:26]([CH:27]2[CH2:28][CH2:29]2)[C:25]([C@H:23]2[CH2:22][C@@H:21]([NH:45][C:46](=[O:51])[C:47]([CH3:50])([CH3:49])[CH3:48])[CH2:20][NH:19][CH2:24]2)=[O:44])=[CH:32][C:33]=1[O:38][CH2:39][CH2:40][CH2:41][O:42][CH3:43]. The catalyst class is: 23.